Dataset: Forward reaction prediction with 1.9M reactions from USPTO patents (1976-2016). Task: Predict the product of the given reaction. (1) Given the reactants [CH3:1][O:2][C:3]1[CH:8]=[CH:7][C:6](B(O)O)=[CH:5][CH:4]=1.Cl[C:13]1[N:18]=[C:17]([NH2:19])[N:16]=[C:15]([NH:20][CH2:21][CH:22]=[CH2:23])[CH:14]=1, predict the reaction product. The product is: [CH3:1][O:2][C:3]1[CH:8]=[CH:7][C:6]([C:13]2[N:18]=[C:17]([NH2:19])[N:16]=[C:15]([NH:20][CH2:21][CH:22]=[CH2:23])[CH:14]=2)=[CH:5][CH:4]=1. (2) Given the reactants [C:1]([C@H:4]1[CH2:7][C@@H:6]([C:8]([O:10][C:11]([CH3:14])([CH3:13])[CH3:12])=[O:9])[C:5]1([CH3:16])[CH3:15])(=[O:3])C.[O:17](Br)[Na], predict the reaction product. The product is: [C:11]([O:10][C:8]([C@@H:6]1[CH2:7][C@H:4]([C:1]([OH:3])=[O:17])[C:5]1([CH3:16])[CH3:15])=[O:9])([CH3:14])([CH3:13])[CH3:12]. (3) Given the reactants [Cl:1][C:2]1[C:3]([N:13]2[CH2:18][CH2:17][NH:16][CH2:15][CH2:14]2)=[N:4][CH:5]=[C:6]([CH:12]=1)[C:7]([O:9][CH2:10][CH3:11])=[O:8].[N:19]([C:22]1[C:31]2[C:26](=[CH:27][CH:28]=[CH:29][CH:30]=2)[CH:25]=[CH:24][CH:23]=1)=[C:20]=[O:21], predict the reaction product. The product is: [Cl:1][C:2]1[C:3]([N:13]2[CH2:18][CH2:17][N:16]([C:20]([NH:19][C:22]3[C:31]4[C:26](=[CH:27][CH:28]=[CH:29][CH:30]=4)[CH:25]=[CH:24][CH:23]=3)=[O:21])[CH2:15][CH2:14]2)=[N:4][CH:5]=[C:6]([CH:12]=1)[C:7]([O:9][CH2:10][CH3:11])=[O:8]. (4) Given the reactants [Br:1][C:2]1[CH:3]=[C:4]([CH:9]=[C:10]([NH:13][C:14]([O:16][C:17]([CH3:20])([CH3:19])[CH3:18])=[O:15])[C:11]=1[Cl:12])[C:5]([O:7]C)=[O:6].[Li+].[OH-], predict the reaction product. The product is: [Br:1][C:2]1[CH:3]=[C:4]([CH:9]=[C:10]([NH:13][C:14]([O:16][C:17]([CH3:20])([CH3:19])[CH3:18])=[O:15])[C:11]=1[Cl:12])[C:5]([OH:7])=[O:6]. (5) Given the reactants [NH2:1][C:2]1[N:7]=[CH:6][C:5]([C:8]2[CH:13]=[C:12]([F:14])[C:11]([CH:15]([O:19][CH2:20][CH3:21])[C:16]([OH:18])=O)=[C:10]([F:22])[CH:9]=2)=[CH:4][CH:3]=1.Cl.[NH2:24][CH2:25][C:26]1[C:33]([F:34])=[CH:32][C:29]([C:30]#[N:31])=[CH:28][C:27]=1[F:35], predict the reaction product. The product is: [NH2:1][C:2]1[N:7]=[CH:6][C:5]([C:8]2[CH:9]=[C:10]([F:22])[C:11]([CH:15]([O:19][CH2:20][CH3:21])[C:16]([NH:24][CH2:25][C:26]3[C:27]([F:35])=[CH:28][C:29]([C:30]#[N:31])=[CH:32][C:33]=3[F:34])=[O:18])=[C:12]([F:14])[CH:13]=2)=[CH:4][CH:3]=1.